From a dataset of NCI-60 drug combinations with 297,098 pairs across 59 cell lines. Regression. Given two drug SMILES strings and cell line genomic features, predict the synergy score measuring deviation from expected non-interaction effect. (1) Drug 1: CC12CCC3C(C1CCC2=O)CC(=C)C4=CC(=O)C=CC34C. Drug 2: C1CN(CCN1C(=O)CCBr)C(=O)CCBr. Cell line: ACHN. Synergy scores: CSS=43.6, Synergy_ZIP=1.03, Synergy_Bliss=2.58, Synergy_Loewe=-4.54, Synergy_HSA=2.78. (2) Drug 2: CC1C(C(CC(O1)OC2CC(OC(C2O)C)OC3=CC4=CC5=C(C(=O)C(C(C5)C(C(=O)C(C(C)O)O)OC)OC6CC(C(C(O6)C)O)OC7CC(C(C(O7)C)O)OC8CC(C(C(O8)C)O)(C)O)C(=C4C(=C3C)O)O)O)O. Drug 1: COC1=CC(=CC(=C1O)OC)C2C3C(COC3=O)C(C4=CC5=C(C=C24)OCO5)OC6C(C(C7C(O6)COC(O7)C8=CC=CS8)O)O. Synergy scores: CSS=33.1, Synergy_ZIP=3.50, Synergy_Bliss=3.83, Synergy_Loewe=-0.197, Synergy_HSA=4.57. Cell line: A498.